This data is from Peptide-MHC class II binding affinity with 134,281 pairs from IEDB. The task is: Regression. Given a peptide amino acid sequence and an MHC pseudo amino acid sequence, predict their binding affinity value. This is MHC class II binding data. (1) The peptide sequence is SRVLNYDFNKLTALA. The MHC is DRB1_0401 with pseudo-sequence DRB1_0401. The binding affinity (normalized) is 0.837. (2) The peptide sequence is YQVTYIVRGSGRVQV. The MHC is HLA-DQA10301-DQB10302 with pseudo-sequence HLA-DQA10301-DQB10302. The binding affinity (normalized) is 0.173. (3) The peptide sequence is AYAQRVYQANRAAGS. The MHC is HLA-DPA10201-DPB11401 with pseudo-sequence HLA-DPA10201-DPB11401. The binding affinity (normalized) is 0.0574. (4) The peptide sequence is EKKYFAATQFEHLAA. The MHC is HLA-DQA10301-DQB10302 with pseudo-sequence HLA-DQA10301-DQB10302. The binding affinity (normalized) is 0.359. (5) The peptide sequence is AILNLSIDSSVDR. The MHC is HLA-DPA10301-DPB10402 with pseudo-sequence HLA-DPA10301-DPB10402. The binding affinity (normalized) is 0.300. (6) The peptide sequence is KIIGGIGGFIKVRQYDQIPI. The MHC is DRB3_0101 with pseudo-sequence DRB3_0101. The binding affinity (normalized) is 0.220.